Dataset: Full USPTO retrosynthesis dataset with 1.9M reactions from patents (1976-2016). Task: Predict the reactants needed to synthesize the given product. (1) Given the product [C:1]([N:5]1[C:9]([NH:10][C:11]2[N:16]=[C:15]([CH2:17][C:18]3([C:37]([NH:39][NH2:40])=[O:38])[CH2:19][CH2:20][N:21]([C:24](=[O:36])[C:25]4[CH:30]=[CH:29][CH:28]=[C:27]([C:31]([F:32])([F:34])[F:33])[C:26]=4[F:35])[CH2:22][CH2:23]3)[CH:14]=[CH:13][CH:12]=2)=[CH:8][CH:7]=[N:6]1)([CH3:4])([CH3:2])[CH3:3], predict the reactants needed to synthesize it. The reactants are: [C:1]([N:5]1[C:9]([NH:10][C:11]2[N:16]=[C:15]([CH2:17][C:18]3([C:37]([NH:39][NH:40]C(OC(C)(C)C)=O)=[O:38])[CH2:23][CH2:22][N:21]([C:24](=[O:36])[C:25]4[CH:30]=[CH:29][CH:28]=[C:27]([C:31]([F:34])([F:33])[F:32])[C:26]=4[F:35])[CH2:20][CH2:19]3)[CH:14]=[CH:13][CH:12]=2)=[CH:8][CH:7]=[N:6]1)([CH3:4])([CH3:3])[CH3:2].FC(F)(F)C(O)=O. (2) Given the product [C:1]([C:3]1[C:12]([N+:14]([O-:16])=[O:15])=[CH:11][C:6]([C:7]([O:9][CH3:10])=[O:8])=[C:5]([F:13])[CH:4]=1)#[N:2], predict the reactants needed to synthesize it. The reactants are: [C:1]([C:3]1[CH:12]=[CH:11][C:6]([C:7]([O:9][CH3:10])=[O:8])=[C:5]([F:13])[CH:4]=1)#[N:2].[N+:14]([O-])([OH:16])=[O:15].S(=O)(=O)(O)O. (3) Given the product [C:14]([O:6][C:5](=[O:7])[C:4]1[CH:8]=[CH:9][CH:10]=[C:2]([OH:1])[CH:3]=1)([CH3:17])([CH3:16])[CH3:15], predict the reactants needed to synthesize it. The reactants are: [OH:1][C:2]1[CH:3]=[C:4]([CH:8]=[CH:9][CH:10]=1)[C:5]([OH:7])=[O:6].C(OC(O[C:14]([CH3:17])([CH3:16])[CH3:15])=O)(O[C:14]([CH3:17])([CH3:16])[CH3:15])=O.Cl([O-])(=O)(=O)=O.[Mg+2].Cl([O-])(=O)(=O)=O.[N+](C)([O-])=O. (4) Given the product [Br:31][C:3](=[N:4][NH:5][CH:6]1[CH2:7][CH2:8][N:9]([C:12]([O:14][CH2:15][C:16]2[CH:17]=[CH:18][CH:19]=[CH:20][CH:21]=2)=[O:13])[CH2:10][CH2:11]1)[C:2]([F:1])([F:22])[F:23], predict the reactants needed to synthesize it. The reactants are: [F:1][C:2]([F:23])([F:22])[CH:3]=[N:4][NH:5][CH:6]1[CH2:11][CH2:10][N:9]([C:12]([O:14][CH2:15][C:16]2[CH:21]=[CH:20][CH:19]=[CH:18][CH:17]=2)=[O:13])[CH2:8][CH2:7]1.C1C(=O)N([Br:31])C(=O)C1.C(OCC)(=O)C.O. (5) Given the product [CH3:1][N:2]1[C:6]2[C:7]([CH3:15])=[C:8]([C:11]([OH:13])=[O:12])[CH:9]=[CH:10][C:5]=2[S:4][C:3]1=[O:16], predict the reactants needed to synthesize it. The reactants are: [CH3:1][N:2]1[C:6]2[C:7]([CH3:15])=[C:8]([C:11]([O:13]C)=[O:12])[CH:9]=[CH:10][C:5]=2[S:4][C:3]1=[O:16].[OH-].[Li+]. (6) Given the product [Br:1][C:2]1[CH:3]=[C:4]([C:8]2[N:9]=[C:10]([CH:13]([NH:20][CH:28]3[CH2:33][CH2:32][CH2:31][CH2:30][CH2:29]3)[CH2:14][CH2:15][CH2:16][CH:17]([CH3:18])[CH3:19])[NH:11][CH:12]=2)[CH:5]=[CH:6][CH:7]=1, predict the reactants needed to synthesize it. The reactants are: [Br:1][C:2]1[CH:3]=[C:4]([C:8]2[N:9]=[C:10]([CH:13]([NH2:20])[CH2:14][CH2:15][CH2:16][CH:17]([CH3:19])[CH3:18])[NH:11][CH:12]=2)[CH:5]=[CH:6][CH:7]=1.C(N(CC)CC)C.[C:28]1(=O)[CH2:33][CH2:32][CH2:31][CH2:30][CH2:29]1.C(O[BH-](OC(=O)C)OC(=O)C)(=O)C.[Na+]. (7) Given the product [CH2:2]([O:3][CH2:4][C@H:5]([CH2:7][OH:8])[OH:6])[CH2:9][CH2:30][CH2:29][CH2:28][CH2:27][CH2:26][CH2:25][CH2:24][CH2:23][CH2:22][CH2:21][CH2:20][CH2:19][CH2:18][CH2:17][CH2:16][CH2:15][CH2:14][CH3:13], predict the reactants needed to synthesize it. The reactants are: C[C:2]1([CH3:9])[O:6][C@H:5]([CH2:7][OH:8])[CH2:4][O:3]1.[OH-].[K+].Br[CH2:13][CH2:14][CH2:15][CH2:16][CH2:17][CH2:18][CH2:19][CH2:20][CH2:21][CH2:22][CH2:23][CH2:24][CH2:25][CH2:26][CH2:27][CH2:28][CH2:29][CH2:30]CC.O.